This data is from Forward reaction prediction with 1.9M reactions from USPTO patents (1976-2016). The task is: Predict the product of the given reaction. (1) Given the reactants [CH2:1]([O:8][CH2:9][CH2:10][CH2:11][O:12][C:13]1[C:14]([OH:22])=[C:15]([CH:18]=[C:19]([Cl:21])[CH:20]=1)[CH:16]=[O:17])[C:2]1[CH:7]=[CH:6][CH:5]=[CH:4][CH:3]=1.N1C=CC=CC=1.[O:29](S(C(F)(F)F)(=O)=O)[S:30]([C:33]([F:36])([F:35])[F:34])(=O)=[O:31], predict the reaction product. The product is: [CH2:1]([O:8][CH2:9][CH2:10][CH2:11][O:12][C:13]1[CH:20]=[C:19]([Cl:21])[CH:18]=[C:15]([CH:16]=[O:17])[C:14]=1[O:22][S:30]([C:33]([F:36])([F:35])[F:34])(=[O:31])=[O:29])[C:2]1[CH:3]=[CH:4][CH:5]=[CH:6][CH:7]=1. (2) The product is: [O:1]1[C:5]2[CH:6]=[CH:7][C:8]([CH2:10][C:11](=[N:13][NH:14][C:15]3[S:17][CH:19]=[C:20]([C:22]4[CH:27]=[CH:26][C:25]([F:28])=[CH:24][CH:23]=4)[N:16]=3)[CH3:12])=[CH:9][C:4]=2[O:3][CH2:2]1. Given the reactants [O:1]1[C:5]2[CH:6]=[CH:7][C:8]([CH2:10][C:11](=[N:13][NH:14][C:15](=[S:17])[NH2:16])[CH3:12])=[CH:9][C:4]=2[O:3][CH2:2]1.Br[CH2:19][C:20]([C:22]1[CH:27]=[CH:26][C:25]([F:28])=[CH:24][CH:23]=1)=O, predict the reaction product. (3) Given the reactants [CH:1]1([C@H:5]([NH:7][C:8]2[N:16]=[C:15]([C:17]([O:19]CC)=[CH2:18])[N:14]=[C:13]3[C:9]=2[N:10]([CH2:31][C@H:32]2[CH2:37][CH2:36][C@H:35]([CH3:38])[CH2:34][CH2:33]2)[C:11]([C:22]2[CH:27]=[C:26]([CH:28]([CH3:30])[CH3:29])[CH:25]=[CH:24][N:23]=2)=[N:12]3)[CH3:6])[CH2:4][CH2:3][CH2:2]1.Cl, predict the reaction product. The product is: [CH:1]1([C@H:5]([NH:7][C:8]2[N:16]=[C:15]([C:17](=[O:19])[CH3:18])[N:14]=[C:13]3[C:9]=2[N:10]([CH2:31][C@H:32]2[CH2:37][CH2:36][C@H:35]([CH3:38])[CH2:34][CH2:33]2)[C:11]([C:22]2[CH:27]=[C:26]([CH:28]([CH3:30])[CH3:29])[CH:25]=[CH:24][N:23]=2)=[N:12]3)[CH3:6])[CH2:2][CH2:3][CH2:4]1. (4) Given the reactants [C@H:1]1([NH:11][C:12]([C@@H:14]2[CH2:19][N:18]3[CH2:20][CH2:21][CH2:22][C@@H:17]3[CH2:16][N:15]2C(OC(C)(C)C)=O)=[O:13])[C:10]2[C:5](=[CH:6][CH:7]=[CH:8][CH:9]=2)[CH2:4][CH2:3][CH2:2]1.C(OCC)(=O)C.[ClH:36], predict the reaction product. The product is: [ClH:36].[ClH:36].[C@H:1]1([NH:11][C:12]([C@@H:14]2[CH2:19][N:18]3[CH2:20][CH2:21][CH2:22][C@@H:17]3[CH2:16][NH:15]2)=[O:13])[C:10]2[C:5](=[CH:6][CH:7]=[CH:8][CH:9]=2)[CH2:4][CH2:3][CH2:2]1. (5) The product is: [CH3:18][O:17][C@@H:5]([CH2:6][C:7]1[CH:8]=[CH:9][C:10]([O:13][CH2:14][CH2:15][O:31][C:26]2[CH:27]=[CH:28][CH:29]=[CH:30][C:25]=2[N:20]2[CH2:24][CH2:23][CH2:22][CH2:21]2)=[CH:11][CH:12]=1)[C:4]([OH:3])=[O:19]. Given the reactants C([O:3][C:4](=[O:19])[C@@H:5]([O:17][CH3:18])[CH2:6][C:7]1[CH:12]=[CH:11][C:10]([O:13][CH2:14][CH2:15]Br)=[CH:9][CH:8]=1)C.[N:20]1([C:25]2[CH:30]=[CH:29][CH:28]=[CH:27][C:26]=2[OH:31])[CH2:24][CH2:23][CH2:22][CH2:21]1.CO[C@@H](CC1C=CC(OCCCOC2C=CC=CC=2)=CC=1)C(O)=O, predict the reaction product. (6) Given the reactants [NH2:1][C:2]1[CH:3]=[C:4]2[C:9](=[C:10]([C:12]([F:15])([F:14])[F:13])[CH:11]=1)[N:8]=[CH:7][C:6]([C:16]#[N:17])=[C:5]2[NH:18][C:19]1[CH:24]=[CH:23][C:22]([F:25])=[C:21]([Cl:26])[CH:20]=1.[CH3:27][N:28]1[CH:32]=[CH:31][N:30]=[C:29]1[CH:33]=O.[BH3-]C#N.[Na+], predict the reaction product. The product is: [Cl:26][C:21]1[CH:20]=[C:19]([NH:18][C:5]2[C:4]3[C:9](=[C:10]([C:12]([F:13])([F:14])[F:15])[CH:11]=[C:2]([NH:1][CH2:33][C:29]4[N:28]([CH3:27])[CH:32]=[CH:31][N:30]=4)[CH:3]=3)[N:8]=[CH:7][C:6]=2[C:16]#[N:17])[CH:24]=[CH:23][C:22]=1[F:25]. (7) The product is: [CH3:7][O:8][C:9]1[CH:10]=[C:11]([N:15]2[C:16]3[CH:25]=[CH:24][C:23]4[CH:22]=[CH:21][CH:20]=[CH:19][C:18]=4[C:17]=3[NH:26][C:2](=[O:3])[C:1]2=[O:5])[CH:12]=[CH:13][CH:14]=1. Given the reactants [C:1](Cl)(=[O:5])[C:2](Cl)=[O:3].[CH3:7][O:8][C:9]1[CH:10]=[C:11]([NH:15][C:16]2[C:17]([NH2:26])=[C:18]3[C:23](=[CH:24][CH:25]=2)[CH:22]=[CH:21][CH:20]=[CH:19]3)[CH:12]=[CH:13][CH:14]=1.C(=O)([O-])O.[Na+], predict the reaction product. (8) Given the reactants I[C:2]1[C:7]([C:8]([F:11])([F:10])[F:9])=[CH:6][N:5]=[C:4]([S:12][CH3:13])[N:3]=1.C1(P(C2C=CC=CC=2)C2C=CC=CC=2)C=CC=CC=1.[C:33]([C:35]1[CH:40]=[CH:39][CH:38]=[CH:37][C:36]=1[CH2:41][C:42]([O:44][CH3:45])=[O:43])#[CH:34], predict the reaction product. The product is: [CH3:13][S:12][C:4]1[N:3]=[C:2]([C:34]#[C:33][C:35]2[CH:40]=[CH:39][CH:38]=[CH:37][C:36]=2[CH2:41][C:42]([O:44][CH3:45])=[O:43])[C:7]([C:8]([F:11])([F:10])[F:9])=[CH:6][N:5]=1.